Dataset: Full USPTO retrosynthesis dataset with 1.9M reactions from patents (1976-2016). Task: Predict the reactants needed to synthesize the given product. The reactants are: [OH:1][CH:2]1[CH:6]([O:7][CH2:8][C:9]2[CH:14]=[CH:13][CH:12]=[C:11]([O:15][CH3:16])[CH:10]=2)[CH2:5][N:4]([C:17](=[O:36])[C@H:18]([CH2:32][CH:33]([CH3:35])[CH3:34])[NH:19][C:20]([C:22]2[CH:31]=[CH:30][C:29]3[C:24](=[CH:25][CH:26]=[CH:27][CH:28]=3)[CH:23]=2)=[O:21])[CH2:3]1.CC(OI1(OC(C)=O)(OC(C)=O)OC(=O)C2C=CC=CC1=2)=O.CCCCCC.C(OCC)(=O)C. Given the product [CH3:16][O:15][C:11]1[CH:10]=[C:9]([CH:14]=[CH:13][CH:12]=1)[CH2:8][O:7][CH:6]1[C:2](=[O:1])[CH2:3][N:4]([C:17](=[O:36])[C@H:18]([CH2:32][CH:33]([CH3:35])[CH3:34])[NH:19][C:20]([C:22]2[CH:31]=[CH:30][C:29]3[C:24](=[CH:25][CH:26]=[CH:27][CH:28]=3)[CH:23]=2)=[O:21])[CH2:5]1, predict the reactants needed to synthesize it.